This data is from Catalyst prediction with 721,799 reactions and 888 catalyst types from USPTO. The task is: Predict which catalyst facilitates the given reaction. (1) Reactant: C1(C)C(N[C:8]([NH:10][C:11]2[CH:16]=[CH:15][C:14]([CH2:17]C(O)=O)=[CH:13][CH:12]=2)=[O:9])=CC=CC=1.C1C=CC2N([OH:31])N=NC=2C=1.CCN=[C:35]=[N:36][CH2:37][CH2:38][CH2:39][N:40]([CH3:42])C.[C:43]([OH:49])(C(F)(F)F)=O.C(N[CH:53]([CH3:55])[CH3:54])C. Product: [N:36]1[CH:35]=[CH:55][CH:53]=[CH:54][C:37]=1[CH2:38][CH2:39][NH:40][CH2:42][C:8]([NH:10][C:11]1[CH:12]=[CH:13][C:14]([C:17]([O:49][CH3:43])=[O:31])=[CH:15][CH:16]=1)=[O:9]. The catalyst class is: 18. (2) Reactant: [CH3:1][N:2]([CH3:14])[C:3]1[CH:4]=[C:5]2[C:10](=[CH:11][CH:12]=1)[C:9](=[O:13])[NH:8][CH2:7][CH2:6]2.C(=O)([O-])[O-].[K+].[K+].CS(C)=O.[Br:25][C:26]1[CH:31]=[CH:30][CH:29]=[C:28](Br)[CH:27]=1. Product: [Br:25][C:26]1[CH:27]=[C:28]([N:8]2[CH2:7][CH2:6][C:5]3[C:10](=[CH:11][CH:12]=[C:3]([N:2]([CH3:14])[CH3:1])[CH:4]=3)[C:9]2=[O:13])[CH:29]=[CH:30][CH:31]=1. The catalyst class is: 4. (3) Reactant: [C:1]1([C:7]2[O:11][N:10]=[C:9]([C:12]([NH:14][CH2:15][CH2:16][CH2:17][CH2:18][C:19]([OH:21])=O)=[O:13])[CH:8]=2)[CH:6]=[CH:5][CH:4]=[CH:3][CH:2]=1.CN(C(ON1N=NC2C=[CH:34][CH:35]=[N:36][C:31]1=2)=[N+](C)C)C.F[P-](F)(F)(F)(F)F.Cl.N1CCC1.CCN(C(C)C)C(C)C. Product: [N:36]1([C:19](=[O:21])[CH2:18][CH2:17][CH2:16][CH2:15][NH:14][C:12]([C:9]2[CH:8]=[C:7]([C:1]3[CH:2]=[CH:3][CH:4]=[CH:5][CH:6]=3)[O:11][N:10]=2)=[O:13])[CH2:35][CH2:34][CH2:31]1. The catalyst class is: 18. (4) Reactant: [S:1]1[CH:5]=[CH:4][N:3]=[C:2]1[NH2:6].Cl[CH:8]([C:14](=O)[CH3:15])[C:9]([O:11][CH2:12][CH3:13])=[O:10]. Product: [CH3:15][C:14]1[N:6]=[C:2]2[N:3]([C:8]=1[C:9]([O:11][CH2:12][CH3:13])=[O:10])[CH:4]=[CH:5][S:1]2. The catalyst class is: 8. (5) Reactant: [Cl:1][C:2]1[N:7]=[C:6](S(C)(=O)=O)[N:5]=[C:4]([NH:12][CH:13]([CH3:15])[CH3:14])[C:3]=1[C:16]1[C:21]([F:22])=[CH:20][CH:19]=[CH:18][C:17]=1[Cl:23].[C-:24]#[N:25].[K+]. Product: [Cl:1][C:2]1[C:3]([C:16]2[C:21]([F:22])=[CH:20][CH:19]=[CH:18][C:17]=2[Cl:23])=[C:4]([NH:12][CH:13]([CH3:15])[CH3:14])[N:5]=[C:6]([C:24]#[N:25])[N:7]=1. The catalyst class is: 10.